Dataset: Forward reaction prediction with 1.9M reactions from USPTO patents (1976-2016). Task: Predict the product of the given reaction. (1) Given the reactants [Cl:1][C:2]1[CH:3]=[C:4]([C:8]2[N:16]=[C:15]([CH2:17][CH:18]=[O:19])[N:14]=[C:13]3[C:9]=2[N:10]([CH2:27][C@H:28]2[CH2:33][CH2:32][C@H:31]([CH3:34])[CH2:30][CH2:29]2)[C:11]([N:20]2[CH2:25][CH2:24][O:23][CH2:22][C@H:21]2[CH3:26])=[N:12]3)[CH:5]=[CH:6][CH:7]=1.[OH:35]P([O-])(O)=O.[K+].CC(=CC)C.[O-]Cl=O.[Na+], predict the reaction product. The product is: [Cl:1][C:2]1[CH:3]=[C:4]([C:8]2[N:16]=[C:15]([CH2:17][C:18]([OH:35])=[O:19])[N:14]=[C:13]3[C:9]=2[N:10]([CH2:27][C@H:28]2[CH2:29][CH2:30][C@H:31]([CH3:34])[CH2:32][CH2:33]2)[C:11]([N:20]2[CH2:25][CH2:24][O:23][CH2:22][C@H:21]2[CH3:26])=[N:12]3)[CH:5]=[CH:6][CH:7]=1. (2) Given the reactants [O:1]=[C:2]1[CH2:6][CH2:5][N:4]([C:7]([O:9][C:10]([CH3:13])([CH3:12])[CH3:11])=[O:8])[CH2:3]1.[C:14]1([Mg]Br)[CH:19]=[CH:18][CH:17]=[CH:16][CH:15]=1.[NH4+].[Cl-], predict the reaction product. The product is: [OH:1][C:2]1([C:14]2[CH:19]=[CH:18][CH:17]=[CH:16][CH:15]=2)[CH2:6][CH2:5][N:4]([C:7]([O:9][C:10]([CH3:13])([CH3:12])[CH3:11])=[O:8])[CH2:3]1. (3) Given the reactants [CH2:1]([O:4][N:5]=[C:6]1[CH2:10][N:9]([C:11]([O:13]C(C)(C)C)=O)[C@H:8]([C:18]([OH:20])=O)[CH2:7]1)[CH:2]=[CH2:3].[Cl:21][C:22]1[CH:32]=[CH:31][C:25]([O:26][CH2:27]C(Cl)=O)=[CH:24][CH:23]=1.[CH2:33]([N:35]1[C:47]2[CH:46]=[CH:45][C:44]([NH2:48])=[CH:43][C:42]=2[C:41]2[C:36]1=[CH:37][CH:38]=[CH:39][CH:40]=2)[CH3:34], predict the reaction product. The product is: [CH2:1]([O:4][N:5]=[C:6]1[CH2:10][N:9]([C:11](=[O:13])[CH2:27][O:26][C:25]2[CH:31]=[CH:32][C:22]([Cl:21])=[CH:23][CH:24]=2)[C@H:8]([C:18]([NH:48][C:44]2[CH:45]=[CH:46][C:47]3[N:35]([CH2:33][CH3:34])[C:36]4[C:41]([C:42]=3[CH:43]=2)=[CH:40][CH:39]=[CH:38][CH:37]=4)=[O:20])[CH2:7]1)[CH:2]=[CH2:3].